From a dataset of Peptide-MHC class I binding affinity with 185,985 pairs from IEDB/IMGT. Regression. Given a peptide amino acid sequence and an MHC pseudo amino acid sequence, predict their binding affinity value. This is MHC class I binding data. (1) The peptide sequence is IVAQGIAAL. The MHC is HLA-A03:01 with pseudo-sequence HLA-A03:01. The binding affinity (normalized) is 0.0847. (2) The peptide sequence is KELGVHMSL. The MHC is HLA-B83:01 with pseudo-sequence HLA-B83:01. The binding affinity (normalized) is 0.213.